The task is: Predict the product of the given reaction.. This data is from Forward reaction prediction with 1.9M reactions from USPTO patents (1976-2016). (1) Given the reactants [Cl:1][C:2]1[CH:19]=[CH:18][C:5]([C:6]([NH:8][C:9]2[S:10][CH:11]=[C:12]([CH2:14][C:15]([OH:17])=O)[N:13]=2)=[O:7])=[CH:4][CH:3]=1.[C:20]1([C:26]([N:28]2[CH2:33][CH2:32][NH:31][CH2:30][CH2:29]2)=[O:27])[CH:25]=[CH:24][CH:23]=[CH:22][CH:21]=1, predict the reaction product. The product is: [C:26]([N:28]1[CH2:33][CH2:32][N:31]([C:15](=[O:17])[CH2:14][C:12]2[N:13]=[C:9]([NH:8][C:6](=[O:7])[C:5]3[CH:4]=[CH:3][C:2]([Cl:1])=[CH:19][CH:18]=3)[S:10][CH:11]=2)[CH2:30][CH2:29]1)(=[O:27])[C:20]1[CH:25]=[CH:24][CH:23]=[CH:22][CH:21]=1. (2) Given the reactants [C:1]([O:5][C:6](=[O:22])[NH:7][C:8]1[CH:13]=[CH:12][C:11]([C:14]2[CH:19]=[CH:18][CH:17]=[CH:16][C:15]=2[F:20])=[CH:10][C:9]=1[NH2:21])([CH3:4])([CH3:3])[CH3:2].C([O:27][C:28](=O)[CH2:29][C:30](=[O:43])[C:31]1[CH:36]=[CH:35][CH:34]=[C:33]([C:37]2[CH:42]=[CH:41][CH:40]=[CH:39][N:38]=2)[CH:32]=1)(C)(C)C, predict the reaction product. The product is: [C:1]([O:5][C:6](=[O:22])[NH:7][C:8]1[CH:13]=[CH:12][C:11]([C:14]2[CH:19]=[CH:18][CH:17]=[CH:16][C:15]=2[F:20])=[CH:10][C:9]=1[NH:21][C:28](=[O:27])[CH2:29][C:30](=[O:43])[C:31]1[CH:36]=[CH:35][CH:34]=[C:33]([C:37]2[CH:42]=[CH:41][CH:40]=[CH:39][N:38]=2)[CH:32]=1)([CH3:4])([CH3:2])[CH3:3]. (3) Given the reactants CO[CH:3](OC)[CH2:4][CH:5](OC)OC.[F:12][C:13]1[CH:18]=[CH:17][C:16]([F:19])=[CH:15][C:14]=1[NH:20][NH2:21].Cl, predict the reaction product. The product is: [F:12][C:13]1[CH:18]=[CH:17][C:16]([F:19])=[CH:15][C:14]=1[N:20]1[CH:5]=[CH:4][CH:3]=[N:21]1. (4) Given the reactants [F:1][C:2]([F:20])([F:19])[C:3]1[CH:8]=[CH:7][C:6]([C:9]2[CH:10]=[C:11]([CH:16]=[CH:17][N:18]=2)[C:12]([O:14][CH3:15])=[O:13])=[CH:5][CH:4]=1, predict the reaction product. The product is: [F:19][C:2]([F:1])([F:20])[C:3]1[CH:4]=[CH:5][C:6]([CH:9]2[CH2:10][CH:11]([C:12]([O:14][CH3:15])=[O:13])[CH2:16][CH2:17][NH:18]2)=[CH:7][CH:8]=1. (5) Given the reactants [F:1][C:2]([F:31])([C:27]([F:30])([F:29])[F:28])[CH2:3][O:4][C:5](=[O:26])[C@H:6]([OH:25])[CH2:7][C@H:8]([NH2:24])[CH2:9][C:10]1[CH:15]=[CH:14][C:13]([C:16]2[CH:21]=[C:20]([Cl:22])[CH:19]=[CH:18][C:17]=2[F:23])=[CH:12][CH:11]=1.[OH:32][N:33]1[CH:37]=[C:36]([C:38](O)=[O:39])[N:35]=[N:34]1.CN(C(ON1N=NC2C=CC=NC1=2)=[N+](C)C)C.F[P-](F)(F)(F)(F)F.CN(C=O)C.CCN(C(C)C)C(C)C, predict the reaction product. The product is: [F:31][C:2]([F:1])([C:27]([F:30])([F:29])[F:28])[CH2:3][O:4][C:5](=[O:26])[C@H:6]([OH:25])[CH2:7][C@H:8]([NH:24][C:38]([C:36]1[N:35]=[N:34][N:33]([OH:32])[CH:37]=1)=[O:39])[CH2:9][C:10]1[CH:15]=[CH:14][C:13]([C:16]2[CH:21]=[C:20]([Cl:22])[CH:19]=[CH:18][C:17]=2[F:23])=[CH:12][CH:11]=1. (6) Given the reactants [CH:1]1([N:6]2[CH:10]=[C:9]([OH:11])[CH:8]=[N:7]2)[CH2:5][CH2:4][CH2:3][CH2:2]1.Cl[C:13]1[N:14]=[C:15]([OH:23])[C:16]2[CH:22]=[CH:21][N:20]=[CH:19][C:17]=2[N:18]=1, predict the reaction product. The product is: [CH:1]1([N:6]2[CH:10]=[C:9]([O:11][C:13]3[N:14]=[C:15]([OH:23])[C:16]4[CH:22]=[CH:21][N:20]=[CH:19][C:17]=4[N:18]=3)[CH:8]=[N:7]2)[CH2:2][CH2:3][CH2:4][CH2:5]1.